This data is from Full USPTO retrosynthesis dataset with 1.9M reactions from patents (1976-2016). The task is: Predict the reactants needed to synthesize the given product. Given the product [CH2:1]([O:8][C:9]1[CH:14]=[CH:13][N:12]2[N:15]=[C:16]([CH3:28])[C:17]([C:18]3[S:19][C:20]([C:24]([O:26][CH3:27])=[O:25])=[C:21]([O:23][S:31]([C:30]([F:43])([F:42])[F:29])(=[O:33])=[O:32])[N:22]=3)=[C:11]2[CH:10]=1)[C:2]1[CH:7]=[CH:6][CH:5]=[CH:4][CH:3]=1, predict the reactants needed to synthesize it. The reactants are: [CH2:1]([O:8][C:9]1[CH:14]=[CH:13][N:12]2[N:15]=[C:16]([CH3:28])[C:17]([C:18]3[S:19][C:20]([C:24]([O:26][CH3:27])=[O:25])=[C:21]([OH:23])[N:22]=3)=[C:11]2[CH:10]=1)[C:2]1[CH:7]=[CH:6][CH:5]=[CH:4][CH:3]=1.[F:29][C:30]([F:43])([F:42])[S:31](O[S:31]([C:30]([F:43])([F:42])[F:29])(=[O:33])=[O:32])(=[O:33])=[O:32].